Dataset: Forward reaction prediction with 1.9M reactions from USPTO patents (1976-2016). Task: Predict the product of the given reaction. (1) Given the reactants N[C@@H:2]1[CH2:7][CH2:6][N:5]([C:8]([O:10][C:11]([CH3:14])([CH3:13])[CH3:12])=[O:9])[CH2:4][C@@H:3]1[C:15]([O:17][CH3:18])=[O:16].C(N(CC)CC)C.Cl[C:27]([O:29][CH2:30][C:31]1[CH:36]=[CH:35][CH:34]=[CH:33][CH:32]=1)=[O:28], predict the reaction product. The product is: [CH2:30]([O:29][C:27]([C@@H:2]1[CH2:7][CH2:6][N:5]([C:8]([O:10][C:11]([CH3:14])([CH3:13])[CH3:12])=[O:9])[CH2:4][C@H:3]1[C:15]([O:17][CH3:18])=[O:16])=[O:28])[C:31]1[CH:36]=[CH:35][CH:34]=[CH:33][CH:32]=1. (2) Given the reactants [CH2:1]([O:3][C:4]([CH:6]1[CH2:11][CH2:10][NH:9][CH2:8][CH2:7]1)=[O:5])[CH3:2].[Cl:12][C:13]1[CH:14]=[C:15]([CH:20]=[CH:21][C:22](Cl)=[O:23])[CH:16]=[CH:17][C:18]=1[Cl:19].C(N(CC)CC)C, predict the reaction product. The product is: [CH2:1]([O:3][C:4]([CH:6]1[CH2:11][CH2:10][N:9]([C:22](=[O:23])[CH:21]=[CH:20][C:15]2[CH:16]=[CH:17][C:18]([Cl:19])=[C:13]([Cl:12])[CH:14]=2)[CH2:8][CH2:7]1)=[O:5])[CH3:2]. (3) Given the reactants [CH2:1]([C@@H:5]1[NH:10][CH2:9][C@H:8]([CH2:11][CH:12]([CH3:14])[CH3:13])[NH:7][C:6]1=[O:15])[CH:2]([CH3:4])[CH3:3].[F:16][C:17]1[CH:22]=[CH:21][C:20]([C:23]2[O:27][N:26]=[C:25]([CH2:28][CH2:29]C(O)=O)[CH:24]=2)=[CH:19][CH:18]=1.C([C@@H]1N(CC2C=C(C3C=CC=CC=3)[O:46]N=2)C[C@H](CC(C)C)NC1=O)C(C)C, predict the reaction product. The product is: [F:16][C:17]1[CH:18]=[CH:19][C:20]([C:23]2[O:27][N:26]=[C:25]([CH2:28][C:29]([N:10]3[CH2:9][C@H:8]([CH2:11][CH:12]([CH3:14])[CH3:13])[NH:7][C:6](=[O:15])[C@@H:5]3[CH2:1][CH:2]([CH3:4])[CH3:3])=[O:46])[CH:24]=2)=[CH:21][CH:22]=1. (4) Given the reactants C(=O)([O-])[O-].[Ca+2].[C:6](Cl)(Cl)=[S:7].[F:10][C:11]([F:20])([F:19])[C:12]1[CH:17]=[CH:16][N:15]=[C:14]([NH2:18])[CH:13]=1.Cl, predict the reaction product. The product is: [N:18]([C:14]1[CH:13]=[C:12]([C:11]([F:19])([F:10])[F:20])[CH:17]=[CH:16][N:15]=1)=[C:6]=[S:7].